From a dataset of NCI-60 drug combinations with 297,098 pairs across 59 cell lines. Regression. Given two drug SMILES strings and cell line genomic features, predict the synergy score measuring deviation from expected non-interaction effect. (1) Drug 1: CC1C(C(CC(O1)OC2CC(CC3=C2C(=C4C(=C3O)C(=O)C5=C(C4=O)C(=CC=C5)OC)O)(C(=O)C)O)N)O.Cl. Drug 2: CN(C(=O)NC(C=O)C(C(C(CO)O)O)O)N=O. Cell line: HT29. Synergy scores: CSS=9.95, Synergy_ZIP=-6.42, Synergy_Bliss=-0.722, Synergy_Loewe=-21.6, Synergy_HSA=-0.673. (2) Drug 1: CCCCCOC(=O)NC1=NC(=O)N(C=C1F)C2C(C(C(O2)C)O)O. Drug 2: CCN(CC)CCCC(C)NC1=C2C=C(C=CC2=NC3=C1C=CC(=C3)Cl)OC. Cell line: UACC-257. Synergy scores: CSS=-0.460, Synergy_ZIP=-0.150, Synergy_Bliss=-0.726, Synergy_Loewe=-4.14, Synergy_HSA=-3.11. (3) Drug 1: C1C(C(OC1N2C=C(C(=O)NC2=O)F)CO)O. Drug 2: C1=CN(C(=O)N=C1N)C2C(C(C(O2)CO)O)O.Cl. Cell line: HOP-62. Synergy scores: CSS=35.0, Synergy_ZIP=-4.11, Synergy_Bliss=-7.11, Synergy_Loewe=-6.84, Synergy_HSA=-2.19.